Dataset: Reaction yield outcomes from USPTO patents with 853,638 reactions. Task: Predict the reaction yield, written as a fraction of the theoretical maximum amount of product (1.0 means a 100% yield; for example, 0.34 means a 34% yield). (1) The reactants are [N:1]12[CH2:8][CH2:7][CH:4]([CH2:5][CH2:6]1)[CH:3]([NH2:9])[CH2:2]2.C1N=CN([C:15](N2C=NC=C2)=[O:16])C=1.[CH3:22][O:23][C:24]1[CH:25]=[C:26]([C:30]([NH2:33])([CH3:32])[CH3:31])[CH:27]=[CH:28][CH:29]=1. No catalyst specified. The product is [CH3:22][O:23][C:24]1[CH:25]=[C:26]([C:30]([NH:33][C:15]([NH:9][CH:3]2[CH:4]3[CH2:7][CH2:8][N:1]([CH2:6][CH2:5]3)[CH2:2]2)=[O:16])([CH3:31])[CH3:32])[CH:27]=[CH:28][CH:29]=1. The yield is 0.590. (2) The reactants are FC(F)(F)C(O)=O.[CH3:8][O:9][C:10](=[O:27])[C:11]1[CH:16]=[CH:15][C:14]([CH2:17][CH2:18][C:19]([O:21]C(C)(C)C)=[O:20])=[C:13]([CH3:26])[CH:12]=1. The catalyst is ClCCl. The product is [CH3:8][O:9][C:10](=[O:27])[C:11]1[CH:16]=[CH:15][C:14]([CH2:17][CH2:18][C:19]([OH:21])=[O:20])=[C:13]([CH3:26])[CH:12]=1. The yield is 0.710.